Dataset: Catalyst prediction with 721,799 reactions and 888 catalyst types from USPTO. Task: Predict which catalyst facilitates the given reaction. Reactant: [F:1][C:2]1[CH:7]=[C:6]([F:8])[CH:5]=[CH:4][C:3]=1[NH:9][C:10]1[CH:15]=[CH:14][C:13]([CH2:16][S:17]([CH3:20])(=[O:19])=[O:18])=[CH:12][C:11]=1[C:21]1[C:22]2[CH:31]=[C:30]([C:32]([OH:34])=O)[NH:29][C:23]=2[C:24](=[O:28])[N:25]([CH3:27])[CH:26]=1.C(Cl)(=O)C(Cl)=O.[CH2:41]([NH2:43])[CH3:42]. Product: [F:1][C:2]1[CH:7]=[C:6]([F:8])[CH:5]=[CH:4][C:3]=1[NH:9][C:10]1[CH:15]=[CH:14][C:13]([CH2:16][S:17]([CH3:20])(=[O:18])=[O:19])=[CH:12][C:11]=1[C:21]1[C:22]2[CH:31]=[C:30]([C:32]([NH:43][CH2:41][CH3:42])=[O:34])[NH:29][C:23]=2[C:24](=[O:28])[N:25]([CH3:27])[CH:26]=1. The catalyst class is: 35.